Task: Regression. Given two drug SMILES strings and cell line genomic features, predict the synergy score measuring deviation from expected non-interaction effect.. Dataset: NCI-60 drug combinations with 297,098 pairs across 59 cell lines (1) Drug 1: C1CC(=O)NC(=O)C1N2CC3=C(C2=O)C=CC=C3N. Drug 2: C1=CN(C(=O)N=C1N)C2C(C(C(O2)CO)O)O.Cl. Cell line: BT-549. Synergy scores: CSS=39.5, Synergy_ZIP=-1.46, Synergy_Bliss=2.55, Synergy_Loewe=-9.18, Synergy_HSA=5.09. (2) Drug 1: CC1=C2C(C(=O)C3(C(CC4C(C3C(C(C2(C)C)(CC1OC(=O)C(C(C5=CC=CC=C5)NC(=O)OC(C)(C)C)O)O)OC(=O)C6=CC=CC=C6)(CO4)OC(=O)C)OC)C)OC. Drug 2: C1CN(P(=O)(OC1)NCCCl)CCCl. Cell line: OVCAR-8. Synergy scores: CSS=51.9, Synergy_ZIP=2.69, Synergy_Bliss=0.164, Synergy_Loewe=-27.0, Synergy_HSA=0.225. (3) Drug 1: CC(C1=C(C=CC(=C1Cl)F)Cl)OC2=C(N=CC(=C2)C3=CN(N=C3)C4CCNCC4)N. Drug 2: CC12CCC3C(C1CCC2O)C(CC4=C3C=CC(=C4)O)CCCCCCCCCS(=O)CCCC(C(F)(F)F)(F)F. Cell line: NCI-H522. Synergy scores: CSS=16.8, Synergy_ZIP=1.64, Synergy_Bliss=8.47, Synergy_Loewe=8.23, Synergy_HSA=8.25. (4) Drug 1: CCCS(=O)(=O)NC1=C(C(=C(C=C1)F)C(=O)C2=CNC3=C2C=C(C=N3)C4=CC=C(C=C4)Cl)F. Drug 2: C1=CC=C(C(=C1)C(C2=CC=C(C=C2)Cl)C(Cl)Cl)Cl. Cell line: SF-295. Synergy scores: CSS=-0.00200, Synergy_ZIP=1.85, Synergy_Bliss=2.15, Synergy_Loewe=-0.557, Synergy_HSA=0.731. (5) Drug 1: C1=CC(=CC=C1C#N)C(C2=CC=C(C=C2)C#N)N3C=NC=N3. Drug 2: CN(C(=O)NC(C=O)C(C(C(CO)O)O)O)N=O. Cell line: IGROV1. Synergy scores: CSS=-1.50, Synergy_ZIP=2.86, Synergy_Bliss=3.86, Synergy_Loewe=-1.52, Synergy_HSA=-0.0472. (6) Drug 1: CN(C)C1=NC(=NC(=N1)N(C)C)N(C)C. Drug 2: C1C(C(OC1N2C=NC3=C2NC=NCC3O)CO)O. Cell line: HCC-2998. Synergy scores: CSS=-12.4, Synergy_ZIP=2.32, Synergy_Bliss=-5.35, Synergy_Loewe=-8.07, Synergy_HSA=-9.99. (7) Drug 1: C(CCl)NC(=O)N(CCCl)N=O. Drug 2: B(C(CC(C)C)NC(=O)C(CC1=CC=CC=C1)NC(=O)C2=NC=CN=C2)(O)O. Cell line: HCC-2998. Synergy scores: CSS=9.78, Synergy_ZIP=1.47, Synergy_Bliss=4.40, Synergy_Loewe=-51.7, Synergy_HSA=0.831.